Dataset: Reaction yield outcomes from USPTO patents with 853,638 reactions. Task: Predict the reaction yield, written as a fraction of the theoretical maximum amount of product (1.0 means a 100% yield; for example, 0.34 means a 34% yield). (1) The product is [Cl:23][C:16]1[C:17]([C:19]([F:20])([F:22])[F:21])=[CH:18][C:13]([C:41]([O:44][C:4]([CH3:3])([CH3:5])[CH3:6])=[O:43])=[C:14]([NH:24][C:32]([O:34][C:35]([CH3:36])([CH3:37])[CH3:38])=[O:33])[CH:15]=1. The catalyst is C1COCC1. The reactants are [Li]C[CH2:3][CH2:4][CH3:5].[CH3:6]CCCCC.Br[C:13]1[CH:18]=[C:17]([C:19]([F:22])([F:21])[F:20])[C:16]([Cl:23])=[CH:15][C:14]=1[N:24]([C:32]([O:34][C:35]([CH3:38])([CH3:37])[CH3:36])=[O:33])C(=O)OC(C)(C)C.[Cl-].[NH4+].[C:41]([O:44]CC)(=[O:43])C. The yield is 0.820. (2) The reactants are [CH3:1][CH2:2][N:3]([CH:7]([CH3:9])C)[CH:4]([CH3:6])[CH3:5].CN(C(ON1N=[N:25][C:20]2[CH:21]=[CH:22][CH:23]=CC1=2)=[N+](C)C)C.F[P-](F)(F)(F)(F)F.[CH2:34]([O:36][C:37](=[O:50])[CH2:38][C:39]([N:41]1[CH2:46][CH2:45][CH:44]([C:47]([OH:49])=O)[CH2:43][CH2:42]1)=[O:40])[CH3:35].[CH3:51][N:52](C=O)[CH3:53]. No catalyst specified. The product is [O:40]=[C:39]([N:41]1[CH2:42][CH2:43][CH:44]([C:47]([N:25]2[CH2:20][CH2:21][C:22]3([CH2:1][CH2:2][N:3]([C:4]4[CH:5]=[CH:53][N:52]=[CH:51][CH:6]=4)[CH2:7][CH2:9]3)[CH2:23]2)=[O:49])[CH2:45][CH2:46]1)[CH2:38][C:37]([O:36][CH2:34][CH3:35])=[O:50]. The yield is 0.360. (3) The yield is 0.190. The catalyst is C1C=CC(/C=C/C(/C=C/C2C=CC=CC=2)=O)=CC=1.C1C=CC(/C=C/C(/C=C/C2C=CC=CC=2)=O)=CC=1.C1C=CC(/C=C/C(/C=C/C2C=CC=CC=2)=O)=CC=1.[Pd].[Pd].C1(C)C=CC=CC=1. The reactants are Br[C:2]1[CH:7]=[CH:6][C:5]([S:8]([NH:11][C:12]2[S:16][N:15]=[CH:14][N:13]=2)(=[O:10])=[O:9])=[CH:4][CH:3]=1.[CH3:17][C@H:18]1[CH2:23][NH:22][CH2:21][CH2:20][NH:19]1.O(C(C)(C)C)[Na]. The product is [CH3:17][C@@H:18]1[NH:19][CH2:20][CH2:21][N:22]([C:2]2[CH:7]=[CH:6][C:5]([S:8]([NH:11][C:12]3[S:16][N:15]=[CH:14][N:13]=3)(=[O:10])=[O:9])=[CH:4][CH:3]=2)[CH2:23]1. (4) The reactants are [F:1][C:2]1[C:7]2[O:8][CH2:9][O:10][C:6]=2[CH:5]=[C:4]([CH:11]=[O:12])[CH:3]=1.[BH4-].[Na+]. The catalyst is CO. The product is [F:1][C:2]1[C:7]2[O:8][CH2:9][O:10][C:6]=2[CH:5]=[C:4]([CH2:11][OH:12])[CH:3]=1. The yield is 0.980. (5) The reactants are [CH3:1][C:2]1([CH3:16])[C:6]([CH3:8])([CH3:7])[O:5][B:4]([C:9]2[CH:15]=[CH:14][C:12]([NH2:13])=[CH:11][CH:10]=2)[O:3]1.[CH3:17][C:18]1[O:19][C:20]([C:26]([F:29])([F:28])[F:27])=[C:21]([C:23](O)=[O:24])[N:22]=1.CCN(C(C)C)C(C)C.CN(C(ON1N=NC2C=CC=NC1=2)=[N+](C)C)C.F[P-](F)(F)(F)(F)F. The catalyst is CN(C=O)C.[Cl-].[Na+].O.O. The product is [CH3:17][C:18]1[O:19][C:20]([C:26]([F:29])([F:27])[F:28])=[C:21]([C:23]([NH:13][C:12]2[CH:14]=[CH:15][C:9]([B:4]3[O:3][C:2]([CH3:16])([CH3:1])[C:6]([CH3:7])([CH3:8])[O:5]3)=[CH:10][CH:11]=2)=[O:24])[N:22]=1. The yield is 0.470. (6) The reactants are [Cl:1][C:2]1[CH:7]=[C:6]([Cl:8])[CH:5]=[CH:4][C:3]=1[C:9]1[C:10]([C:20]#[N:21])=[C:11](I)[S:12][C:13]=1[C:14]1[NH:18][CH:17]=[N:16][N:15]=1.[Cl-].[Li+].O1CCOCC1.CCCC[Sn]([C:43]1[CH:48]=[CH:47][N:46]=[C:45]([S:49][CH3:50])[N:44]=1)(CCCC)CCCC. The catalyst is [Cu]I.C1C=CC([P]([Pd]([P](C2C=CC=CC=2)(C2C=CC=CC=2)C2C=CC=CC=2)([P](C2C=CC=CC=2)(C2C=CC=CC=2)C2C=CC=CC=2)[P](C2C=CC=CC=2)(C2C=CC=CC=2)C2C=CC=CC=2)(C2C=CC=CC=2)C2C=CC=CC=2)=CC=1. The product is [Cl:1][C:2]1[CH:7]=[C:6]([Cl:8])[CH:5]=[CH:4][C:3]=1[C:9]1[C:10]([C:20]#[N:21])=[C:11]([C:43]2[CH:48]=[CH:47][N:46]=[C:45]([S:49][CH3:50])[N:44]=2)[S:12][C:13]=1[C:14]1[NH:18][CH:17]=[N:16][N:15]=1. The yield is 0.470. (7) The reactants are Cl[C:2]1[N:7]=[C:6]([O:8][CH3:9])[N:5]=[C:4]([NH:10][C:11]2[CH:16]=[CH:15][C:14]([N:17]3[CH:21]=[C:20]([CH3:22])[N:19]=[CH:18]3)=[C:13]([O:23][CH3:24])[CH:12]=2)[N:3]=1.[CH3:25][NH:26][C@H:27]([C:30]1[CH:35]=[CH:34][CH:33]=[CH:32][CH:31]=1)[CH2:28][OH:29]. No catalyst specified. The product is [CH3:9][O:8][C:6]1[N:5]=[C:4]([NH:10][C:11]2[CH:16]=[CH:15][C:14]([N:17]3[CH:21]=[C:20]([CH3:22])[N:19]=[CH:18]3)=[C:13]([O:23][CH3:24])[CH:12]=2)[N:3]=[C:2]([N:26]([CH3:25])[C@@H:27]([C:30]2[CH:35]=[CH:34][CH:33]=[CH:32][CH:31]=2)[CH2:28][OH:29])[N:7]=1. The yield is 0.320. (8) The catalyst is C(Cl)Cl. The yield is 1.00. The product is [ClH:35].[Br:1][C:2]1[CH:3]=[C:4]([CH:32]=[CH:33][CH:34]=1)[O:5][C:6]1[CH:7]=[C:8]([S:23][C:24]2[CH:29]=[CH:28][CH:27]=[C:26]([O:30][CH3:31])[CH:25]=2)[C:9]([NH:12][C:13]2[S:17][N:16]=[C:15]([CH:18]3[CH2:22][CH2:21][CH2:20][O:19]3)[N:14]=2)=[N:10][CH:11]=1. The reactants are [Br:1][C:2]1[CH:3]=[C:4]([CH:32]=[CH:33][CH:34]=1)[O:5][C:6]1[CH:7]=[C:8]([S:23][C:24]2[CH:29]=[CH:28][CH:27]=[C:26]([O:30][CH3:31])[CH:25]=2)[C:9]([NH:12][C:13]2[S:17][N:16]=[C:15]([CH:18]3[CH2:22][CH2:21][CH2:20][O:19]3)[N:14]=2)=[N:10][CH:11]=1.[ClH:35].CCOCC. (9) The product is [CH2:13]([N:11]1[CH:12]=[C:8]([C:6](=[O:7])[N:5]([CH2:41][CH2:42][CH2:43][CH3:44])[CH2:1][CH2:2][CH2:3][CH3:4])[N:9]=[C:10]1[C:21]1[CH:30]=[CH:29][C:24]([C:25]([O:27][CH3:28])=[O:26])=[CH:23][C:22]=1[C:31]([OH:33])=[O:32])[C:14]1[CH:19]=[CH:18][CH:17]=[CH:16][CH:15]=1. The catalyst is CCOC(C)=O.[Pd]. The reactants are [CH2:1]([N:5]([CH2:41][CH2:42][CH2:43][CH3:44])[C:6]([C:8]1[N:9]=[C:10]([C:21]2[CH:30]=[CH:29][C:24]([C:25]([O:27][CH3:28])=[O:26])=[CH:23][C:22]=2[C:31]([O:33]CC2C=CC=CC=2)=[O:32])[N:11]([CH2:13][CH2:14][C:15]2C=[CH:19][CH:18]=[CH:17][CH:16]=2)[CH:12]=1)=[O:7])[CH2:2][CH2:3][CH3:4]. The yield is 0.890.